From a dataset of Catalyst prediction with 721,799 reactions and 888 catalyst types from USPTO. Predict which catalyst facilitates the given reaction. (1) Reactant: [C:1](Cl)(=[O:5])[CH:2]([CH3:4])[CH3:3].[N-:7]=[C:8]=[S:9].[NH4+].[NH2:11][C:12]1[CH:13]=[CH:14][C:15]([CH3:31])=[C:16]([C:18]2[C:19](=[O:30])[N:20]([CH3:29])[C:21]3[C:26]([CH:27]=2)=[CH:25][N:24]=[C:23]([CH3:28])[CH:22]=3)[CH:17]=1. Product: [CH3:29][N:20]1[C:21]2[C:26](=[CH:25][N:24]=[C:23]([CH3:28])[CH:22]=2)[CH:27]=[C:18]([C:16]2[CH:17]=[C:12]([NH:11][C:8]([NH:7][C:1](=[O:5])[CH:2]([CH3:4])[CH3:3])=[S:9])[CH:13]=[CH:14][C:15]=2[CH3:31])[C:19]1=[O:30]. The catalyst class is: 21. (2) Reactant: [N+:1]([C:4]1[CH:13]=[CH:12][C:7]2[N:8]=[CH:9][CH2:10][O:11][C:6]=2[CH:5]=1)([O-:3])=[O:2].[Cl-].[NH4+].[OH-].[Na+].Br.Br[CH2:20][C:21]1[CH:22]=[N:23][CH:24]=[CH:25][CH:26]=1. Product: [N+:1]([C:4]1[CH:13]=[CH:12][C:7]2[N:8]([CH2:20][C:21]3[CH:22]=[N:23][CH:24]=[CH:25][CH:26]=3)[CH:9]=[CH:10][O:11][C:6]=2[CH:5]=1)([O-:3])=[O:2]. The catalyst class is: 384. (3) Reactant: [Cl:1][C:2]1[CH:7]=[CH:6][C:5]([S:8]([CH:11]([C:18]2[C:23]([F:24])=[CH:22][CH:21]=[C:20]([F:25])[C:19]=2[F:26])[CH2:12][CH2:13][CH2:14][CH2:15][CH:16]=[CH2:17])(=[O:10])=[O:9])=[CH:4][CH:3]=1.ClC1C=C(C=CC=1)C(OO)=[O:32].[O-]S([O-])(=S)=O.[Na+].[Na+]. Product: [Cl:1][C:2]1[CH:7]=[CH:6][C:5]([S:8]([CH:11]([C:18]2[C:23]([F:24])=[CH:22][CH:21]=[C:20]([F:25])[C:19]=2[F:26])[CH2:12][CH2:13][CH2:14][CH2:15][CH:16]2[CH2:17][O:32]2)(=[O:10])=[O:9])=[CH:4][CH:3]=1. The catalyst class is: 34. (4) Reactant: [CH2:1]([N:3]1[C:7]([C:8]2[CH:13]=[CH:12][C:11]([F:14])=[CH:10][CH:9]=2)=[CH:6][CH:5]=[N:4]1)[CH3:2].[Br:15]N1C(=O)CCC1=O. Product: [Br:15][C:6]1[CH:5]=[N:4][N:3]([CH2:1][CH3:2])[C:7]=1[C:8]1[CH:13]=[CH:12][C:11]([F:14])=[CH:10][CH:9]=1. The catalyst class is: 9. (5) The catalyst class is: 2. Reactant: [F:1][C:2]([F:11])([F:10])[C:3]1[CH:9]=[CH:8][C:6]([NH2:7])=[CH:5][CH:4]=1.CO.[I:14]Cl. Product: [I:14][C:8]1[CH:9]=[C:3]([C:2]([F:10])([F:11])[F:1])[CH:4]=[CH:5][C:6]=1[NH2:7].